Task: Predict which catalyst facilitates the given reaction.. Dataset: Catalyst prediction with 721,799 reactions and 888 catalyst types from USPTO (1) Reactant: [Cl:1][C:2]1[CH:3]=[N:4][CH:5]=[C:6]([Cl:17])[C:7]=1[N:8]1[CH2:13][CH2:12][CH:11]([C:14]([NH2:16])=[O:15])[CH2:10][CH2:9]1.OO.FC(F)(F)C(OC(=O)C(F)(F)F)=[O:23]. Product: [C:14]([CH:11]1[CH2:12][CH2:13][N:8]([C:7]2[C:6]([Cl:17])=[CH:5][N+:4]([O-:23])=[CH:3][C:2]=2[Cl:1])[CH2:9][CH2:10]1)(=[O:15])[NH2:16]. The catalyst class is: 2. (2) Reactant: [F:1][C:2]1[CH:7]=[CH:6][C:5]([C@H:8]2[N:12]([S:13]([C:16]3[CH:21]=[CH:20][C:19]([CH3:22])=[CH:18][CH:17]=3)(=[O:15])=[O:14])[CH:11]([CH2:23][CH2:24][CH:25]=[O:26])[CH2:10][CH2:9]2)=[CH:4][CH:3]=1.S([CH2:37][N:38]=[C:39]=O)(C1C=CC(C)=CC=1)(=O)=O.C(=O)([O-])[O-].[K+].[K+]. Product: [F:1][C:2]1[CH:3]=[CH:4][C:5]([CH:8]2[N:12]([S:13]([C:16]3[CH:17]=[CH:18][C:19]([CH3:22])=[CH:20][CH:21]=3)(=[O:15])=[O:14])[CH:11]([CH2:23][CH2:24][C:25]3[O:26][CH:39]=[N:38][CH:37]=3)[CH2:10][CH2:9]2)=[CH:6][CH:7]=1. The catalyst class is: 5. (3) Reactant: [CH3:1][N:2]1[CH2:7][CH2:6][N:5]([C:8]2[CH:9]=[C:10]([CH:13]=[CH:14][CH:15]=2)[CH:11]=O)[CH2:4][CH2:3]1.[C-]#N.[K+].C(=O)([O-])[O-].[NH4+].[NH4+].[OH-].[Na+].S(Cl)(Cl)=O.C(O[C:39]([O:41][C:42](C)(C)C)=[O:40])(OC(C)(C)C)=O.C([N:48]([CH2:51]C)[CH2:49][CH3:50])C.[BH4-].[Na+].N[C:56]1[CH:61]=[CH:60]C(Br)=C[C:57]=1[NH2:63].[F-].[Cs+].[NH2:66][C@@H]1CCCC[C@@H]1N. Product: [NH:48]1[C:49]2[CH:50]=[C:60]([N:66]3[C@@H:11]([C:10]4[CH:13]=[CH:14][CH:15]=[C:8]([N:5]5[CH2:6][CH2:7][N:2]([CH3:1])[CH2:3][CH2:4]5)[CH:9]=4)[CH2:42][O:41][C:39]3=[O:40])[CH:61]=[CH:56][C:57]=2[N:63]=[CH:51]1. The catalyst class is: 106. (4) Reactant: [NH2:1][C:2]1[N:6]([C:7]2[CH:12]=[CH:11][CH:10]=[CH:9][CH:8]=2)[NH:5][C:4](=O)[C:3]=1[CH3:14].P(Br)(Br)([Br:17])=O. Product: [Br:17][C:4]1[C:3]([CH3:14])=[C:2]([NH2:1])[N:6]([C:7]2[CH:12]=[CH:11][CH:10]=[CH:9][CH:8]=2)[N:5]=1. The catalyst class is: 10. (5) Reactant: C(OC(=O)[NH:7][CH2:8][C:9]1[C:14]([N:15]2[CH:19]=[N:18][CH:17]=[N:16]2)=[CH:13][CH:12]=[CH:11][N:10]=1)(C)(C)C.C(Cl)[Cl:22]. Product: [ClH:22].[ClH:22].[N:15]1([C:14]2[C:9]([CH2:8][NH2:7])=[N:10][CH:11]=[CH:12][CH:13]=2)[CH:19]=[N:18][CH:17]=[N:16]1. The catalyst class is: 5. (6) Reactant: [CH:1]1([N:4]2[C:12]3[C:7](=[C:8]([O:18][CH3:19])[CH:9]=[C:10]([C:13]([O:15][CH2:16][CH3:17])=[O:14])[CH:11]=3)[C:6]([CH:20]=O)=[CH:5]2)[CH2:3][CH2:2]1.S(NN)(C1C=CC(C)=CC=1)(=O)=O. Product: [CH:1]1([N:4]2[C:12]3[C:7](=[C:8]([O:18][CH3:19])[CH:9]=[C:10]([C:13]([O:15][CH2:16][CH3:17])=[O:14])[CH:11]=3)[C:6]([CH3:20])=[CH:5]2)[CH2:2][CH2:3]1. The catalyst class is: 14.